From a dataset of Forward reaction prediction with 1.9M reactions from USPTO patents (1976-2016). Predict the product of the given reaction. (1) Given the reactants [F:1][C:2]1[CH:3]=[C:4]([CH2:9][C:10]([OH:12])=[O:11])[CH:5]=[CH:6][C:7]=1[F:8].C[Si]([N-][Si](C)(C)C)(C)C.[Na+].[Cl:23][CH2:24][CH2:25][CH2:26]I, predict the reaction product. The product is: [Cl:23][CH2:24][CH2:25][CH2:26][CH:9]([C:4]1[CH:5]=[CH:6][C:7]([F:8])=[C:2]([F:1])[CH:3]=1)[C:10]([OH:12])=[O:11]. (2) Given the reactants [NH2:1][C:2]1[S:6][CH:5]=[N:4][C:3]=1[C:7]([NH:9][C:10]1[CH:15]=[CH:14][C:13]([Cl:16])=[CH:12][CH:11]=1)=[O:8].[F:17][C:18]([F:27])([F:26])[CH2:19][CH:20]([CH3:25])[CH2:21][C:22](O)=O, predict the reaction product. The product is: [Cl:16][C:13]1[CH:14]=[CH:15][C:10]([N:9]2[C:7](=[O:8])[C:3]3[N:4]=[CH:5][S:6][C:2]=3[N:1]=[C:22]2[CH2:21][CH:20]([CH3:25])[CH2:19][C:18]([F:27])([F:26])[F:17])=[CH:11][CH:12]=1. (3) Given the reactants [CH2:1]([O:8][C@@H:9]1[CH2:31][C@@H:30]2[C@:25]([CH3:39])([CH2:26][CH2:27][C@H:28]([O:32][CH:33]3[CH2:38][CH2:37][CH2:36][CH2:35][O:34]3)[CH2:29]2)[C@@H:24]2[C@@H:10]1[C@H:11]1[C@:21]([CH3:40])([CH2:22][CH2:23]2)[C@@H:14]([C@H:15]([CH3:20])[CH2:16][CH2:17][CH:18]=[O:19])[CH2:13][CH2:12]1)[C:2]1[CH:7]=[CH:6][CH:5]=[CH:4][CH:3]=1.[CH:41]([Mg]Cl)([CH3:43])[CH3:42], predict the reaction product. The product is: [CH2:1]([O:8][C@@H:9]1[CH2:31][CH:30]2[C@:25]([CH3:39])([CH2:26][CH2:27][C@H:28]([O:32][CH:33]3[CH2:38][CH2:37][CH2:36][CH2:35][O:34]3)[CH2:29]2)[C@@H:24]2[C@@H:10]1[C@H:11]1[C@:21]([CH3:40])([CH2:22][CH2:23]2)[C@@H:14]([C@H:15]([CH3:20])[CH2:16][CH2:17][CH:18]([OH:19])[CH:41]([CH3:43])[CH3:42])[CH2:13][CH2:12]1)[C:2]1[CH:3]=[CH:4][CH:5]=[CH:6][CH:7]=1.